From a dataset of Peptide-MHC class II binding affinity with 134,281 pairs from IEDB. Regression. Given a peptide amino acid sequence and an MHC pseudo amino acid sequence, predict their binding affinity value. This is MHC class II binding data. (1) The peptide sequence is NGSMRVFVDVIRALD. The MHC is HLA-DQA10501-DQB10301 with pseudo-sequence HLA-DQA10501-DQB10301. The binding affinity (normalized) is 0.335. (2) The peptide sequence is SSVDRYRNRVLLL. The MHC is HLA-DQA10501-DQB10301 with pseudo-sequence HLA-DQA10501-DQB10301. The binding affinity (normalized) is 0. (3) The peptide sequence is GKGEWMTTEDMLEVW. The MHC is DRB5_0101 with pseudo-sequence DRB5_0101. The binding affinity (normalized) is 0. (4) The peptide sequence is MKINRQILDNAAKYV. The MHC is DRB1_0701 with pseudo-sequence DRB1_0701. The binding affinity (normalized) is 0.0342. (5) The peptide sequence is FRKYTAFTIPSINNE. The MHC is DRB1_0301 with pseudo-sequence DRB1_0301. The binding affinity (normalized) is 0. (6) The peptide sequence is AFKVAATARNAAPAN. The MHC is DRB1_1001 with pseudo-sequence DRB1_1001. The binding affinity (normalized) is 0.852. (7) The peptide sequence is QEGYYPTSPQQSG. The MHC is HLA-DQA10302-DQB10303 with pseudo-sequence YNYHERRFATVLHIVYFGLTYYDVRTETVHLETT. The binding affinity (normalized) is 0.260.